Dataset: Catalyst prediction with 721,799 reactions and 888 catalyst types from USPTO. Task: Predict which catalyst facilitates the given reaction. (1) Reactant: [CH3:1][CH:2]1[CH2:9][CH2:8][CH2:7][N:6]([C:10]([O:12][C:13]([CH3:16])([CH3:15])[CH3:14])=[O:11])[CH2:5][CH2:4][C:3]1=[O:17].[BH4-].[Na+].O. Product: [OH:17][CH:3]1[CH:2]([CH3:1])[CH2:9][CH2:8][CH2:7][N:6]([C:10]([O:12][C:13]([CH3:14])([CH3:16])[CH3:15])=[O:11])[CH2:5][CH2:4]1. The catalyst class is: 14. (2) Reactant: [CH3:1][NH:2][CH2:3][C@@H:4]([C:17]1[CH:26]=[CH:25][C:24]2[C:19](=[CH:20][CH:21]=[CH:22][CH:23]=2)[CH:18]=1)[C@H:5]([C:11]1[CH:16]=[CH:15][CH:14]=[CH:13][CH:12]=1)[O:6][CH2:7][C:8]([OH:10])=O.C([O-])(=O)C.[Na+].C1(C)C=CC=CC=1.C(=O)(O)[O-].[Na+]. Product: [CH3:1][N:2]1[CH2:3][C@@H:4]([C:17]2[CH:26]=[CH:25][C:24]3[C:19](=[CH:20][CH:21]=[CH:22][CH:23]=3)[CH:18]=2)[C@H:5]([C:11]2[CH:16]=[CH:15][CH:14]=[CH:13][CH:12]=2)[O:6][CH2:7][C:8]1=[O:10]. The catalyst class is: 25. (3) Reactant: [NH2:1][C:2]1[CH:11]=[C:10]([C:12]2[CH:17]=[CH:16][CH:15]=[CH:14][CH:13]=2)[C:9]2[C:4](=[CH:5][C:6]([S:18][C:19]3[CH:20]=[C:21]([C:25]([OH:30])([CH2:28][CH3:29])[CH2:26][CH3:27])[CH:22]=[CH:23][CH:24]=3)=[CH:7][CH:8]=2)[N:3]=1.Cl[CH2:32][CH:33]=O.C(=O)(O)[O-].[Na+].O. Product: [C:12]1([C:10]2[C:9]3[C:4](=[CH:5][C:6]([S:18][C:19]4[CH:20]=[C:21]([C:25]([OH:30])([CH2:28][CH3:29])[CH2:26][CH3:27])[CH:22]=[CH:23][CH:24]=4)=[CH:7][CH:8]=3)[N:3]3[CH:32]=[CH:33][N:1]=[C:2]3[CH:11]=2)[CH:13]=[CH:14][CH:15]=[CH:16][CH:17]=1. The catalyst class is: 12. (4) Reactant: Cl.[NH2:2][CH2:3][C:4]([C:6]1[CH:11]=[CH:10][C:9]([Br:12])=[CH:8][CH:7]=1)=[O:5].[C:13]([O:17][C:18]([N:20]1[CH2:24][CH2:23][CH2:22][C@H:21]1[C:25](O)=[O:26])=[O:19])([CH3:16])([CH3:15])[CH3:14].C(N(C(C)C)CC)(C)C.C(OP(ON1C(=O)C2C=CC=CC=2N=N1)(OCC)=O)C. Product: [Br:12][C:9]1[CH:10]=[CH:11][C:6]([C:4](=[O:5])[CH2:3][NH:2][C:25]([C@@H:21]2[CH2:22][CH2:23][CH2:24][N:20]2[C:18]([O:17][C:13]([CH3:16])([CH3:15])[CH3:14])=[O:19])=[O:26])=[CH:7][CH:8]=1. The catalyst class is: 384. (5) Reactant: [OH-].[Na+].[S:3]1[C:7]([C:8]2[CH:17]=[CH:16][C:11]([C:12]([O:14]C)=[O:13])=[CH:10][CH:9]=2)=[CH:6][C:5]2[CH:18]=[CH:19][CH:20]=[CH:21][C:4]1=2.Cl. Product: [S:3]1[C:7]([C:8]2[CH:17]=[CH:16][C:11]([C:12]([OH:14])=[O:13])=[CH:10][CH:9]=2)=[CH:6][C:5]2[CH:18]=[CH:19][CH:20]=[CH:21][C:4]1=2. The catalyst class is: 5. (6) Reactant: [C:1]([N:5]1[C:9]2=[N:10][CH:11]=[N:12][C:13]([NH:14][C:15](=[O:17])[CH3:16])=[C:8]2[C:7]([C:18]2[CH:23]=[CH:22][C:21]([Cl:24])=[CH:20][CH:19]=2)=[N:6]1)([CH3:4])([CH3:3])[CH3:2].[C:25](=O)([O-])[O-].[K+].[K+].CI. Product: [C:1]([N:5]1[C:9]2=[N:10][CH:11]=[N:12][C:13]([N:14]([CH3:25])[C:15](=[O:17])[CH3:16])=[C:8]2[C:7]([C:18]2[CH:23]=[CH:22][C:21]([Cl:24])=[CH:20][CH:19]=2)=[N:6]1)([CH3:2])([CH3:3])[CH3:4]. The catalyst class is: 3. (7) Reactant: [OH-].[Li+].[CH3:3][C:4]([O:7][CH2:8][CH2:9][C:10]([NH:12][C:13]1[CH:21]=[C:20]2[C:16]([CH:17]=[C:18]([C:29]([O:31]CC)=[O:30])[N:19]2[C:22]([O:24][C:25]([CH3:28])([CH3:27])[CH3:26])=[O:23])=[CH:15][CH:14]=1)=[O:11])([CH3:6])[CH3:5].CO.O. Product: [CH3:28][C:25]([O:24][C:22]([N:19]1[C:20]2[C:16](=[CH:15][CH:14]=[C:13]([NH:12][C:10](=[O:11])[CH2:9][CH2:8][O:7][C:4]([CH3:5])([CH3:3])[CH3:6])[CH:21]=2)[CH:17]=[C:18]1[C:29]([OH:31])=[O:30])=[O:23])([CH3:26])[CH3:27]. The catalyst class is: 1.